This data is from Forward reaction prediction with 1.9M reactions from USPTO patents (1976-2016). The task is: Predict the product of the given reaction. (1) Given the reactants [C:1]([C@H:4]([CH2:31][CH2:32][O:33][CH3:34])[CH2:5][C:6]1([C:11]([NH:13][C@@H:14]([CH2:21][CH2:22][CH2:23][C:24]2[CH:29]=[CH:28][C:27]([Cl:30])=[CH:26][CH:25]=2)[CH2:15][C:16]([O:18]CC)=[O:17])=[O:12])[CH2:10][CH2:9][CH2:8][CH2:7]1)([OH:3])=[O:2], predict the reaction product. The product is: [C:1]([C@H:4]([CH2:31][CH2:32][O:33][CH3:34])[CH2:5][C:6]1([C:11]([NH:13][C@@H:14]([CH2:21][CH2:22][CH2:23][C:24]2[CH:29]=[CH:28][C:27]([Cl:30])=[CH:26][CH:25]=2)[CH2:15][C:16]([OH:18])=[O:17])=[O:12])[CH2:7][CH2:8][CH2:9][CH2:10]1)([OH:3])=[O:2]. (2) Given the reactants [CH2:1]([O:3][C:4](=[O:16])[CH2:5][N:6]1[C:14]2[C:9](=[CH:10][CH:11]=[C:12]([NH2:15])[CH:13]=2)[CH:8]=[CH:7]1)[CH3:2].[F:17][C:18]([F:34])([F:33])[O:19][C:20]1[CH:25]=[CH:24][C:23]([C:26]#[C:27][CH2:28][CH2:29][C:30](O)=[O:31])=[CH:22][CH:21]=1.Cl.CN(C)CCCN=C=NCC, predict the reaction product. The product is: [CH2:1]([O:3][C:4](=[O:16])[CH2:5][N:6]1[C:14]2[C:9](=[CH:10][CH:11]=[C:12]([NH:15][C:30](=[O:31])[CH2:29][CH2:28][C:27]#[C:26][C:23]3[CH:24]=[CH:25][C:20]([O:19][C:18]([F:33])([F:34])[F:17])=[CH:21][CH:22]=3)[CH:13]=2)[CH:8]=[CH:7]1)[CH3:2].